From a dataset of Catalyst prediction with 721,799 reactions and 888 catalyst types from USPTO. Predict which catalyst facilitates the given reaction. (1) Reactant: [OH:1][C:2]1[CH2:7][CH2:6][C:5]([C:12]2[CH:17]=[CH:16][C:15]([C:18]([F:21])([F:20])[F:19])=[CH:14][CH:13]=2)([C:8]([O:10][CH3:11])=[O:9])[CH2:4][C:3]=1C(OC)=O.[OH-].[K+].C(OCC)(=O)C.Cl. Product: [O:1]=[C:2]1[CH2:7][CH2:6][C:5]([C:12]2[CH:13]=[CH:14][C:15]([C:18]([F:19])([F:20])[F:21])=[CH:16][CH:17]=2)([C:8]([O:10][CH3:11])=[O:9])[CH2:4][CH2:3]1. The catalyst class is: 87. (2) Reactant: [CH:1]1([CH2:4][O:5][C:6]2[CH:14]=[CH:13][C:9]3[O:10][CH2:11][O:12][C:8]=3[C:7]=2[C:15]2[C:16]3[NH:23][C:22]([CH3:24])=[C:21]([C:25](O)=[O:26])[C:17]=3[N:18]=[CH:19][N:20]=2)[CH2:3][CH2:2]1.CCN(C(C)C)C(C)C.[NH2:37][C@H:38]([CH2:68][C:69]1[CH:74]=[CH:73][CH:72]=[CH:71][CH:70]=1)[C:39]([N:41]1[CH2:46][CH2:45][CH:44]([N:47]2[N:56]=[C:55]([C:57]3[CH:62]=[CH:61][C:60]([O:63][CH3:64])=[C:59]([O:65][CH3:66])[CH:58]=3)[CH2:54][C:49]3([CH2:53][CH2:52][CH2:51][CH2:50]3)[C:48]2=[O:67])[CH2:43][CH2:42]1)=[O:40].CN(C(ON1N=NC2C=CC=CC1=2)=[N+](C)C)C.F[P-](F)(F)(F)(F)F. Product: [CH:1]1([CH2:4][O:5][C:6]2[CH:14]=[CH:13][C:9]3[O:10][CH2:11][O:12][C:8]=3[C:7]=2[C:15]2[C:16]3[NH:23][C:22]([CH3:24])=[C:21]([C:25]([NH:37][C@H:38]([CH2:68][C:69]4[CH:74]=[CH:73][CH:72]=[CH:71][CH:70]=4)[C:39]([N:41]4[CH2:46][CH2:45][CH:44]([N:47]5[N:56]=[C:55]([C:57]6[CH:62]=[CH:61][C:60]([O:63][CH3:64])=[C:59]([O:65][CH3:66])[CH:58]=6)[CH2:54][C:49]6([CH2:53][CH2:52][CH2:51][CH2:50]6)[C:48]5=[O:67])[CH2:43][CH2:42]4)=[O:40])=[O:26])[C:17]=3[N:18]=[CH:19][N:20]=2)[CH2:2][CH2:3]1. The catalyst class is: 2. (3) Reactant: [Br:1][C:2]1[CH:6]=[CH:5][NH:4][N:3]=1.[C:7]1([C:13](Cl)([C:20]2[CH:25]=[CH:24][CH:23]=[CH:22][CH:21]=2)[C:14]2[CH:19]=[CH:18][CH:17]=[CH:16][CH:15]=2)[CH:12]=[CH:11][CH:10]=[CH:9][CH:8]=1.CCN(CC)CC.O.C(Cl)Cl. Product: [Br:1][C:2]1[CH:6]=[CH:5][N:4]([C:13]([C:7]2[CH:12]=[CH:11][CH:10]=[CH:9][CH:8]=2)([C:20]2[CH:21]=[CH:22][CH:23]=[CH:24][CH:25]=2)[C:14]2[CH:15]=[CH:16][CH:17]=[CH:18][CH:19]=2)[N:3]=1. The catalyst class is: 2. (4) Reactant: [CH3:1][CH:2]([CH3:10])[CH2:3][CH2:4][CH2:5][CH2:6][CH2:7][CH2:8]O.C1(P(C2C=CC=CC=2)C2C=CC=CC=2)C=CC=CC=1.C1C(=O)N([Br:37])C(=O)C1. Product: [Br:37][CH2:8][CH2:7][CH2:6][CH2:5][CH2:4][CH2:3][CH:2]([CH3:10])[CH3:1]. The catalyst class is: 3. (5) Reactant: [Cl:1][C:2]1[C:3]([Cl:32])=[CH:4][C:5]2[C:6]3[CH2:24][CH2:23][N:22](C(OC(C)(C)C)=O)[CH2:21][CH2:20][C:7]=3[N:8]([CH2:11][CH2:12][CH2:13][C:14]3[CH:19]=[CH:18][CH:17]=[CH:16][CH:15]=3)[C:9]=2[CH:10]=1.C(O)(C(F)(F)F)=O.[OH-].[Na+]. Product: [ClH:1].[Cl:1][C:2]1[C:3]([Cl:32])=[CH:4][C:5]2[C:6]3[CH2:24][CH2:23][NH:22][CH2:21][CH2:20][C:7]=3[N:8]([CH2:11][CH2:12][CH2:13][C:14]3[CH:19]=[CH:18][CH:17]=[CH:16][CH:15]=3)[C:9]=2[CH:10]=1. The catalyst class is: 2. (6) Reactant: C[O:2][C:3]([C:5]1[C:31]([N:32]2[CH2:36][CH2:35][C:34]([F:38])([F:37])[CH2:33]2)=[CH:30][C:8]2[N:9]([CH3:29])[C:10]([NH:12][C:13]3[C:18]([Cl:19])=[CH:17][CH:16]=[C:15]([CH2:20][NH:21][C:22](=[O:27])[C:23]([CH3:26])([CH3:25])[CH3:24])[C:14]=3[Cl:28])=[N:11][C:7]=2[CH:6]=1)=[O:4].[OH-].[Na+]. Product: [Cl:28][C:14]1[C:15]([CH2:20][NH:21][C:22](=[O:27])[C:23]([CH3:26])([CH3:25])[CH3:24])=[CH:16][CH:17]=[C:18]([Cl:19])[C:13]=1[NH:12][C:10]1[N:9]([CH3:29])[C:8]2[CH:30]=[C:31]([N:32]3[CH2:36][CH2:35][C:34]([F:37])([F:38])[CH2:33]3)[C:5]([C:3]([OH:4])=[O:2])=[CH:6][C:7]=2[N:11]=1. The catalyst class is: 14. (7) Reactant: C(=O)([O-])[O-].[K+].[K+].[CH3:7][N:8]1[CH2:13][CH2:12][N:11]([C:14]([O:16][C@@H:17]2[N:26]([C:27]3[CH:28]=[CH:29][C:30]([Cl:33])=[CH:31][N:32]=3)[C:24](=[O:25])[C:19]3[N:20]=[CH:21][CH:22]=[N:23][C:18]2=3)=[O:15])[CH2:10][CH2:9]1.C(N[C@@H](C([O-])=O)CC([O-])=O)(=O)C. Product: [CH3:7][N:8]1[CH2:13][CH2:12][N:11]([C:14]([O:16][C@@H:17]2[N:26]([C:27]3[CH:28]=[CH:29][C:30]([Cl:33])=[CH:31][N:32]=3)[C:24](=[O:25])[C:19]3[N:20]=[CH:21][CH:22]=[N:23][C:18]2=3)=[O:15])[CH2:10][CH2:9]1. The catalyst class is: 6. (8) Reactant: [Br:1][C:2]1[CH:3]=[C:4]([C:13]([F:16])([F:15])[F:14])[CH:5]=[C:6]2[C:11]=1[N:10]=[C:9]([CH3:12])[CH:8]=[CH:7]2.[Se]=O.[O:19]1CCOCC1. Product: [Br:1][C:2]1[CH:3]=[C:4]([C:13]([F:16])([F:14])[F:15])[CH:5]=[C:6]2[C:11]=1[N:10]=[C:9]([CH:12]=[O:19])[CH:8]=[CH:7]2. The catalyst class is: 6. (9) Reactant: [CH2:1]([NH:8][C:9](=O)[C@@H:10]([OH:14])[C@H:11]([OH:13])[CH3:12])[C:2]1[CH:7]=[CH:6][CH:5]=[CH:4][CH:3]=1.[H-].[Al+3].[Li+].[H-].[H-].[H-]. Product: [CH2:1]([NH:8][CH2:9][C@@H:10]([OH:14])[C@H:11]([OH:13])[CH3:12])[C:2]1[CH:7]=[CH:6][CH:5]=[CH:4][CH:3]=1. The catalyst class is: 1. (10) Reactant: [F:1][C:2]([F:29])([F:28])[C@H:3]1[CH2:8][CH2:7][C@H:6]([NH:9][C:10](=[O:27])[C:11]2[CH:16]=[C:15]([N+:17]([O-])=O)[C:14]([NH:20][CH3:21])=[CH:13][C:12]=2[N:22]([CH3:26])[CH2:23][C:24]#[N:25])[CH2:5][CH2:4]1.Cl[Sn]Cl. Product: [F:1][C:2]([F:28])([F:29])[C@H:3]1[CH2:8][CH2:7][C@H:6]([NH:9][C:10](=[O:27])[C:11]2[CH:16]=[C:15]([NH2:17])[C:14]([NH:20][CH3:21])=[CH:13][C:12]=2[N:22]([CH3:26])[CH2:23][C:24]#[N:25])[CH2:5][CH2:4]1. The catalyst class is: 25.